Dataset: Reaction yield outcomes from USPTO patents with 853,638 reactions. Task: Predict the reaction yield, written as a fraction of the theoretical maximum amount of product (1.0 means a 100% yield; for example, 0.34 means a 34% yield). (1) The reactants are [O-]CC.[Na+].[C:5]([CH2:7][C:8]([NH2:10])=[O:9])#[N:6].[N:11]1([CH2:17][C:18]#[C:19][C:20](=O)[CH3:21])[CH2:16][CH2:15][O:14][CH2:13][CH2:12]1.Cl. The catalyst is CCO. The product is [CH3:21][C:20]1[NH:10][C:8](=[O:9])[C:7]([C:5]#[N:6])=[C:18]([CH2:17][N:11]2[CH2:16][CH2:15][O:14][CH2:13][CH2:12]2)[CH:19]=1. The yield is 0.323. (2) The reactants are C([O:8][C:9]1[C:13]([O:14]CC2C=CC=CC=2)=[C:12]([C:22]#[N:23])[N:11]([C:24]2[CH:29]=[CH:28][C:27]([O:30][CH3:31])=[CH:26][CH:25]=2)[C:10]=1[C:32]([N:34]([CH3:36])[CH3:35])=[O:33])C1C=CC=CC=1. The catalyst is CO.[Pd]. The product is [C:22]([C:12]1[N:11]([C:24]2[CH:29]=[CH:28][C:27]([O:30][CH3:31])=[CH:26][CH:25]=2)[C:10]([C:32]([N:34]([CH3:35])[CH3:36])=[O:33])=[C:9]([OH:8])[C:13]=1[OH:14])#[N:23]. The yield is 0.210. (3) The reactants are [CH:1]([S:4]([C:7]1[CH:12]=[CH:11][CH:10]=[CH:9][C:8]=1[C:13](=[O:15])[CH3:14])(=[O:6])=[O:5])([CH3:3])[CH3:2].[BH4-].[Na+]. The catalyst is CO. The product is [CH:1]([S:4]([C:7]1[CH:12]=[CH:11][CH:10]=[CH:9][C:8]=1[CH:13]([OH:15])[CH3:14])(=[O:6])=[O:5])([CH3:3])[CH3:2]. The yield is 0.900. (4) The reactants are [C:1]([O:4][C@@H:5]1[C@@H:10]([O:11][C:12](=[O:14])[CH3:13])[C@H:9]([O:15][C:16](=[O:18])[CH3:17])[C@@H:8]([O:19][CH3:20])[O:7][C@H:6]1[C:21]1[CH:26]=[CH:25][C:24]([Cl:27])=[C:23]([CH2:28][C:29]2[CH:34]=[CH:33][C:32]([OH:35])=[CH:31][CH:30]=2)[CH:22]=1)(=[O:3])[CH3:2].Br[CH2:37][CH2:38][O:39][Si:40]([C:43]([CH3:46])([CH3:45])[CH3:44])([CH3:42])[CH3:41].C(=O)([O-])[O-].[Cs+].[Cs+]. The catalyst is CN(C=O)C.C(OC(=O)C)C. The product is [C:1]([O:4][C@@H:5]1[C@@H:10]([O:11][C:12](=[O:14])[CH3:13])[C@H:9]([O:15][C:16](=[O:18])[CH3:17])[C@@H:8]([O:19][CH3:20])[O:7][C@H:6]1[C:21]1[CH:26]=[CH:25][C:24]([Cl:27])=[C:23]([CH2:28][C:29]2[CH:34]=[CH:33][C:32]([O:35][CH2:37][CH2:38][O:39][Si:40]([C:43]([CH3:46])([CH3:45])[CH3:44])([CH3:42])[CH3:41])=[CH:31][CH:30]=2)[CH:22]=1)(=[O:3])[CH3:2]. The yield is 0.788. (5) The product is [NH2:8][C@H:9]1[CH2:13][CH2:12][C@H:11]([C:14]([OH:17])([CH3:16])[CH3:15])[CH2:10]1. The reactants are C([N:8](CC1C=CC=CC=1)[C@H:9]1[CH2:13][CH2:12][C@H:11]([C:14]([OH:17])([CH3:16])[CH3:15])[CH2:10]1)C1C=CC=CC=1.CC(=O)OCC. The yield is 0.770. The catalyst is CCO.[OH-].[OH-].[Pd+2]. (6) The reactants are [Br:1][C:2]1[CH:12]=[CH:11][C:5]([O:6][CH2:7][C:8]([NH2:10])=[O:9])=[C:4]([C:13]#[N:14])[CH:3]=1.N1CCC[CH2:17][CH2:16]1.[CH3:21][C:22]([NH2:32])([CH3:31])[CH2:23][N:24]1[CH2:29][CH2:28][N:27]([CH3:30])[CH2:26][CH2:25]1. No catalyst specified. The product is [Br:1][C:2]1[CH:12]=[CH:11][C:5]2[O:6][C:7]3[C:8](=[O:9])[NH:10][C:16]([CH2:17][NH:32][C:22]([CH3:21])([CH3:31])[CH2:23][N:24]4[CH2:29][CH2:28][N:27]([CH3:30])[CH2:26][CH2:25]4)=[N:14][C:13]=3[C:4]=2[CH:3]=1. The yield is 0.250. (7) The reactants are [N:1]1[CH:6]=[CH:5][CH:4]=[CH:3][C:2]=1[SH:7].[CH:8]1([C:11](Cl)=[O:12])[CH2:10][CH2:9]1. The catalyst is C1COCC1. The product is [CH:8]1([C:11](=[O:12])[S:7][C:2]2[CH:3]=[CH:4][CH:5]=[CH:6][N:1]=2)[CH2:10][CH2:9]1. The yield is 0.800. (8) The product is [CH2:15]([NH:22][C:10](=[O:12])[C:9]1[CH:13]=[CH:14][C:6]([Cl:5])=[N:7][CH:8]=1)[C:16]1[CH:21]=[CH:20][CH:19]=[CH:18][CH:17]=1. The catalyst is C1(C)C=CC=CC=1.CN(C=O)C. The yield is 0.780. The reactants are S(Cl)(Cl)=O.[Cl:5][C:6]1[CH:14]=[CH:13][C:9]([C:10]([OH:12])=O)=[CH:8][N:7]=1.[CH2:15]([NH2:22])[C:16]1[CH:21]=[CH:20][CH:19]=[CH:18][CH:17]=1.C(=O)(O)[O-].[Na+].